Predict the product of the given reaction. From a dataset of Forward reaction prediction with 1.9M reactions from USPTO patents (1976-2016). (1) Given the reactants [NH2:1][C:2]1[CH:7]=[C:6]([C:8](=[O:15])[C:9]2[CH:14]=[CH:13][CH:12]=[CH:11][CH:10]=2)[CH:5]=[CH:4][C:3]=1[N:16]1[CH2:21][CH2:20][CH2:19][CH:18]([NH:22][C:23](=[O:29])[O:24][C:25]([CH3:28])([CH3:27])[CH3:26])[CH2:17]1.[NH2:30][C:31]1[C:32]([C:38](O)=[O:39])=[N:33][C:34]([Br:37])=[CH:35][N:36]=1, predict the reaction product. The product is: [NH2:30][C:31]1[C:32]([C:38]([NH:1][C:2]2[CH:7]=[C:6]([C:8](=[O:15])[C:9]3[CH:10]=[CH:11][CH:12]=[CH:13][CH:14]=3)[CH:5]=[CH:4][C:3]=2[N:16]2[CH2:21][CH2:20][CH2:19][CH:18]([NH:22][C:23](=[O:29])[O:24][C:25]([CH3:26])([CH3:28])[CH3:27])[CH2:17]2)=[O:39])=[N:33][C:34]([Br:37])=[CH:35][N:36]=1. (2) Given the reactants [CH2:1]([NH:3][C:4]1[CH:9]=[C:8]([O:10]C)[CH:7]=[CH:6][C:5]=1[CH:12]1[CH2:21][CH2:20][C:19]2[C:14](=[CH:15][CH:16]=[C:17]([O:22]C)[CH:18]=2)[CH2:13]1)[CH3:2].Cl.[N:25]1([CH2:32][CH2:33][O:34][C:35]2[CH:43]=[CH:42][C:38]([C:39](Cl)=O)=[CH:37][C:36]=2[F:44])[CH2:31][CH2:30][CH2:29][CH2:28][CH2:27][CH2:26]1, predict the reaction product. The product is: [N:25]1([CH2:32][CH2:33][O:34][C:35]2[CH:43]=[CH:42][C:38]([CH2:39][CH2:2][CH2:1][NH:3][C:4]3[CH:9]=[C:8]([OH:10])[CH:7]=[CH:6][C:5]=3[CH:12]3[CH2:21][CH2:20][C:19]4[CH:18]=[C:17]([OH:22])[CH:16]=[CH:15][C:14]=4[CH2:13]3)=[CH:37][C:36]=2[F:44])[CH2:31][CH2:30][CH2:29][CH2:28][CH2:27][CH2:26]1. (3) Given the reactants [CH2:1]([O:5][CH2:6][CH2:7][O:8][C:9]1[CH:14]=[CH:13][C:12]([C:15]2[CH:16]=[CH:17][C:18]3[N:24]([CH2:25][CH:26]([CH3:28])[CH3:27])[CH2:23][CH2:22][C:21]([C:29]([NH:31][C:32]4[CH:37]=[CH:36][C:35]([S:38][CH2:39][C:40]5[C:41]([CH3:46])=[N:42][CH:43]=[CH:44][CH:45]=5)=[CH:34][CH:33]=4)=[O:30])=[CH:20][C:19]=3[CH:47]=2)=[CH:11][CH:10]=1)[CH2:2][CH2:3][CH3:4].ClC1C=CC=C(C(OO)=[O:56])C=1.S([O-])([O-])(=O)=S.[Na+].[Na+], predict the reaction product. The product is: [CH2:1]([O:5][CH2:6][CH2:7][O:8][C:9]1[CH:10]=[CH:11][C:12]([C:15]2[CH:16]=[CH:17][C:18]3[N:24]([CH2:25][CH:26]([CH3:27])[CH3:28])[CH2:23][CH2:22][C:21]([C:29]([NH:31][C:32]4[CH:33]=[CH:34][C:35]([S:38]([CH2:39][C:40]5[C:41]([CH3:46])=[N:42][CH:43]=[CH:44][CH:45]=5)=[O:56])=[CH:36][CH:37]=4)=[O:30])=[CH:20][C:19]=3[CH:47]=2)=[CH:13][CH:14]=1)[CH2:2][CH2:3][CH3:4].